From a dataset of Forward reaction prediction with 1.9M reactions from USPTO patents (1976-2016). Predict the product of the given reaction. (1) The product is: [CH3:17][N:18]1[C:22]2[C:23]([CH3:38])=[CH:24][C:25]([C:27]([C:29]3[CH:36]=[CH:35][C:32]([C:33]#[N:34])=[C:31]([N:1]4[CH2:2][CH2:3][CH:4]([N:7]5[C:15]6[C:10](=[N:11][CH:12]=[CH:13][CH:14]=6)[NH:9][C:8]5=[O:16])[CH2:5][CH2:6]4)[CH:30]=3)=[O:28])=[CH:26][C:21]=2[O:20][C:19]1=[O:39]. Given the reactants [NH:1]1[CH2:6][CH2:5][CH:4]([N:7]2[C:15]3[C:10](=[N:11][CH:12]=[CH:13][CH:14]=3)[NH:9][C:8]2=[O:16])[CH2:3][CH2:2]1.[CH3:17][N:18]1[C:22]2[C:23]([CH3:38])=[CH:24][C:25]([C:27]([C:29]3[CH:36]=[CH:35][C:32]([C:33]#[N:34])=[C:31](F)[CH:30]=3)=[O:28])=[CH:26][C:21]=2[O:20][C:19]1=[O:39], predict the reaction product. (2) Given the reactants [C:1]([C:3]1[CH:8]=[C:7]([N+:9]([O-])=O)[C:6]([N:12]([C:20]([O:22][C:23]([CH3:26])([CH3:25])[CH3:24])=[O:21])[C:13]([O:15][C:16]([CH3:19])([CH3:18])[CH3:17])=[O:14])=[C:5]([CH3:27])[CH:4]=1)#[N:2].S(S([O-])=O)([O-])=O.[Na+].[Na+].C(=O)(O)[O-].[Na+].CO, predict the reaction product. The product is: [NH2:9][C:7]1[CH:8]=[C:3]([C:1]#[N:2])[CH:4]=[C:5]([CH3:27])[C:6]=1[N:12]([C:13]([O:15][C:16]([CH3:19])([CH3:18])[CH3:17])=[O:14])[C:20]([O:22][C:23]([CH3:26])([CH3:24])[CH3:25])=[O:21]. (3) Given the reactants [F:1][C:2]([F:32])([F:31])[C:3]1[CH:8]=[CH:7][C:6]([C:9]2[C:10]([C:15]([NH:17][C:18]3[CH:27]=[CH:26][C:25]4[C:20](=[CH:21][CH:22]=[C:23]([C:28]([OH:30])=[O:29])[CH:24]=4)[N:19]=3)=[O:16])=[CH:11][CH:12]=[CH:13][CH:14]=2)=[CH:5][CH:4]=1.[C:33]([O-])([O-])=O.[K+].[K+].[OH-].[K+].COS(OC)(=O)=O, predict the reaction product. The product is: [CH3:33][N:17]([C:15]([C:10]1[C:9]([C:6]2[CH:5]=[CH:4][C:3]([C:2]([F:1])([F:31])[F:32])=[CH:8][CH:7]=2)=[CH:14][CH:13]=[CH:12][CH:11]=1)=[O:16])[C:18]1[CH:27]=[CH:26][C:25]2[C:20](=[CH:21][CH:22]=[C:23]([C:28]([OH:30])=[O:29])[CH:24]=2)[N:19]=1. (4) Given the reactants [Si]([O:18][CH2:19][C:20]1[CH:25]=[CH:24][CH:23]=[CH:22][C:21]=1[CH:26]([S:33]([C:36]1[CH:41]=[CH:40][C:39]([Cl:42])=[CH:38][CH:37]=1)(=[O:35])=[O:34])[CH2:27][CH2:28][CH2:29][CH2:30][CH2:31][OH:32])(C(C)(C)C)(C1C=CC=CC=1)C1C=CC=CC=1.[F-].C([N+](CCCC)(CCCC)CCCC)CCC.O.CO, predict the reaction product. The product is: [Cl:42][C:39]1[CH:40]=[CH:41][C:36]([S:33]([CH:26]([C:21]2[CH:22]=[CH:23][CH:24]=[CH:25][C:20]=2[CH2:19][OH:18])[CH2:27][CH2:28][CH2:29][CH2:30][CH2:31][OH:32])(=[O:35])=[O:34])=[CH:37][CH:38]=1. (5) The product is: [Cl:22][C:19]1[CH:20]=[CH:21][C:16]([O:15][CH:13]2[CH2:12][N:11]([CH2:10][CH2:9][C@H:8]([NH:23][C:24](=[O:25])[N:26]([C:27]3[CH:32]=[C:31]([O:33][CH3:34])[CH:30]=[C:29]([O:35][CH3:36])[CH:28]=3)[CH3:50])[CH2:7][OH:6])[CH2:14]2)=[CH:17][CH:18]=1. Given the reactants C([SiH2][O:6][C:7](C1C=CC=CC=1)(C1C=CC=CC=1)[C@@H:8]([N:23](C)[C:24]([NH:26][C:27]1[CH:32]=[C:31]([O:33][CH3:34])[CH:30]=[C:29]([O:35][CH3:36])[CH:28]=1)=[O:25])[CH2:9][CH2:10][N:11]1[CH2:14][CH:13]([O:15][C:16]2[CH:21]=[CH:20][C:19]([Cl:22])=[CH:18][CH:17]=2)[CH2:12]1)(C)(C)C.[CH3:50]OC1C=C(NC(N[C@H](CO)CCN2CC(C(=O)C3C=CC(F)=CC=3)C2)=O)C=C(OC)C=1, predict the reaction product.